This data is from Reaction yield outcomes from USPTO patents with 853,638 reactions. The task is: Predict the reaction yield, written as a fraction of the theoretical maximum amount of product (1.0 means a 100% yield; for example, 0.34 means a 34% yield). The reactants are C(N(CC)C(C)C)(C)C.Cl.Cl.[CH3:12][Si:13]([CH3:40])([CH3:39])[CH2:14][CH2:15][O:16][CH2:17][N:18]1[C:22]2[N:23]=[CH:24][N:25]=[C:26]([C:27]3[CH:28]=[N:29][N:30]([C:32]4([CH2:36][C:37]#[N:38])[CH2:35][NH:34][CH2:33]4)[CH:31]=3)[C:21]=2[CH:20]=[CH:19]1.Cl[C:42]1[N:43]=[CH:44][C:45]([C:48]([NH:50][C@@H:51]([CH:56]2[CH2:58][CH2:57]2)[C:52]([F:55])([F:54])[F:53])=[O:49])=[N:46][CH:47]=1.C([O-])(O)=O.[Na+]. The catalyst is CN1C(=O)CCC1. The product is [C:37]([CH2:36][C:32]1([N:30]2[CH:31]=[C:27]([C:26]3[C:21]4[CH:20]=[CH:19][N:18]([CH2:17][O:16][CH2:15][CH2:14][Si:13]([CH3:39])([CH3:12])[CH3:40])[C:22]=4[N:23]=[CH:24][N:25]=3)[CH:28]=[N:29]2)[CH2:33][N:34]([C:42]2[N:43]=[CH:44][C:45]([C:48]([NH:50][C@@H:51]([CH:56]3[CH2:58][CH2:57]3)[C:52]([F:55])([F:54])[F:53])=[O:49])=[N:46][CH:47]=2)[CH2:35]1)#[N:38]. The yield is 0.590.